This data is from NCI-60 drug combinations with 297,098 pairs across 59 cell lines. The task is: Regression. Given two drug SMILES strings and cell line genomic features, predict the synergy score measuring deviation from expected non-interaction effect. (1) Drug 1: CC(C1=C(C=CC(=C1Cl)F)Cl)OC2=C(N=CC(=C2)C3=CN(N=C3)C4CCNCC4)N. Drug 2: CC(C)NC(=O)C1=CC=C(C=C1)CNNC.Cl. Cell line: SNB-19. Synergy scores: CSS=-2.77, Synergy_ZIP=-1.06, Synergy_Bliss=-3.72, Synergy_Loewe=-8.46, Synergy_HSA=-4.82. (2) Drug 1: CNC(=O)C1=NC=CC(=C1)OC2=CC=C(C=C2)NC(=O)NC3=CC(=C(C=C3)Cl)C(F)(F)F. Drug 2: CCC1(C2=C(COC1=O)C(=O)N3CC4=CC5=C(C=CC(=C5CN(C)C)O)N=C4C3=C2)O.Cl. Cell line: MDA-MB-231. Synergy scores: CSS=8.53, Synergy_ZIP=-4.52, Synergy_Bliss=0.778, Synergy_Loewe=-9.35, Synergy_HSA=0.747. (3) Drug 1: C1CCC(CC1)NC(=O)N(CCCl)N=O. Drug 2: CC1=C2C(C(=O)C3(C(CC4C(C3C(C(C2(C)C)(CC1OC(=O)C(C(C5=CC=CC=C5)NC(=O)OC(C)(C)C)O)O)OC(=O)C6=CC=CC=C6)(CO4)OC(=O)C)O)C)O. Cell line: DU-145. Synergy scores: CSS=18.1, Synergy_ZIP=-6.81, Synergy_Bliss=-3.86, Synergy_Loewe=-11.7, Synergy_HSA=-3.23. (4) Drug 1: CC1OCC2C(O1)C(C(C(O2)OC3C4COC(=O)C4C(C5=CC6=C(C=C35)OCO6)C7=CC(=C(C(=C7)OC)O)OC)O)O. Drug 2: CN1C=C(C=N1)C2=C3N=C(C(=C(N3N=C2)N)Br)C4CCCNC4. Cell line: T-47D. Synergy scores: CSS=28.4, Synergy_ZIP=6.72, Synergy_Bliss=7.81, Synergy_Loewe=-7.21, Synergy_HSA=2.95. (5) Drug 2: CCC1(CC2CC(C3=C(CCN(C2)C1)C4=CC=CC=C4N3)(C5=C(C=C6C(=C5)C78CCN9C7C(C=CC9)(C(C(C8N6C=O)(C(=O)OC)O)OC(=O)C)CC)OC)C(=O)OC)O.OS(=O)(=O)O. Synergy scores: CSS=25.3, Synergy_ZIP=0.614, Synergy_Bliss=-0.479, Synergy_Loewe=0.349, Synergy_HSA=0.557. Cell line: UO-31. Drug 1: C1=CC(=CC=C1CCC2=CNC3=C2C(=O)NC(=N3)N)C(=O)NC(CCC(=O)O)C(=O)O. (6) Drug 1: CC1=C2C(C(=O)C3(C(CC4C(C3C(C(C2(C)C)(CC1OC(=O)C(C(C5=CC=CC=C5)NC(=O)OC(C)(C)C)O)O)OC(=O)C6=CC=CC=C6)(CO4)OC(=O)C)OC)C)OC. Drug 2: C1CCN(CC1)CCOC2=CC=C(C=C2)C(=O)C3=C(SC4=C3C=CC(=C4)O)C5=CC=C(C=C5)O. Cell line: BT-549. Synergy scores: CSS=60.9, Synergy_ZIP=8.76, Synergy_Bliss=8.64, Synergy_Loewe=-22.0, Synergy_HSA=8.03.